Dataset: Full USPTO retrosynthesis dataset with 1.9M reactions from patents (1976-2016). Task: Predict the reactants needed to synthesize the given product. (1) Given the product [Br:1][C:2]1[CH:11]=[CH:10][C:9]([C:12]#[N:13])=[C:8]2[C:3]=1[CH:4]=[N:5][CH:6]=[N:7]2, predict the reactants needed to synthesize it. The reactants are: [Br:1][C:2]1[CH:11]=[CH:10][C:9]([CH:12]=[N:13]O)=[C:8]2[C:3]=1[CH:4]=[N:5][CH:6]=[N:7]2.C(P1(=O)OP(=O)(CCC)OP(=O)(CCC)O1)CC.O. (2) Given the product [F:1][C:2]1[C:3]([C:16]2[CH:21]=[CH:20][CH:19]=[CH:18][N:17]=2)=[C:4]([NH:11][CH2:12][CH2:13][O:14][CH3:15])[C:5]([NH2:8])=[CH:6][CH:7]=1, predict the reactants needed to synthesize it. The reactants are: [F:1][C:2]1[C:3]([C:16]2[CH:21]=[CH:20][CH:19]=[CH:18][N:17]=2)=[C:4]([NH:11][CH2:12][CH2:13][O:14][CH3:15])[C:5]([N+:8]([O-])=O)=[CH:6][CH:7]=1. (3) Given the product [CH3:38][C:37]1[CH:36]=[CH:35][C:21]([C:22]([NH:24][C:25]2[CH:30]=[CH:29][CH:28]=[C:27]([C:31]([F:32])([F:33])[F:34])[CH:26]=2)=[O:23])=[CH:20][C:19]=1[NH:18][C:2]1[N:7]=[C:6]([C:8]2[CH:13]=[CH:12][N:11]=[CH:10][CH:9]=2)[N:5]=[C:4]2[N:14]([CH3:17])[N:15]=[CH:16][C:3]=12, predict the reactants needed to synthesize it. The reactants are: Cl[C:2]1[N:7]=[C:6]([C:8]2[CH:13]=[CH:12][N:11]=[CH:10][CH:9]=2)[N:5]=[C:4]2[N:14]([CH3:17])[N:15]=[CH:16][C:3]=12.[NH2:18][C:19]1[CH:20]=[C:21]([CH:35]=[CH:36][C:37]=1[CH3:38])[C:22]([NH:24][C:25]1[CH:30]=[CH:29][CH:28]=[C:27]([C:31]([F:34])([F:33])[F:32])[CH:26]=1)=[O:23]. (4) Given the product [Si:1]([O:19][CH2:20][C:21](=[CH2:24])[CH2:22][OH:23])([C:14]([CH3:17])([CH3:16])[CH3:15])([C:8]1[CH:13]=[CH:12][CH:11]=[CH:10][CH:9]=1)[C:2]1[CH:7]=[CH:6][CH:5]=[CH:4][CH:3]=1, predict the reactants needed to synthesize it. The reactants are: [Si:1](Cl)([C:14]([CH3:17])([CH3:16])[CH3:15])([C:8]1[CH:13]=[CH:12][CH:11]=[CH:10][CH:9]=1)[C:2]1[CH:7]=[CH:6][CH:5]=[CH:4][CH:3]=1.[OH:19][CH2:20][C:21](=[CH2:24])[CH2:22][OH:23]. (5) Given the product [F:13][C@H:11]1[CH2:12][N:8]([C:6]([O:5][C:1]([CH3:2])([CH3:3])[CH3:4])=[O:7])[C@H:9]([C:14](=[O:16])[NH:58][CH2:57][C:55]2[CH:54]=[C:53]([C:59]3[CH:64]=[CH:63][C:62]([C:65]([F:66])([F:68])[F:67])=[CH:61][N:60]=3)[CH:52]=[C:51]([F:50])[N:56]=2)[CH2:10]1, predict the reactants needed to synthesize it. The reactants are: [C:1]([O:5][C:6]([N:8]1[CH2:12][C@H:11]([F:13])[CH2:10][C@H:9]1[C:14]([OH:16])=O)=[O:7])([CH3:4])([CH3:3])[CH3:2].CCN(C(C)C)C(C)C.CN(C(ON1N=NC2C=CC=NC1=2)=[N+](C)C)C.F[P-](F)(F)(F)(F)F.[F:50][C:51]1[N:56]=[C:55]([CH2:57][NH2:58])[CH:54]=[C:53]([C:59]2[CH:64]=[CH:63][C:62]([C:65]([F:68])([F:67])[F:66])=[CH:61][N:60]=2)[CH:52]=1.